Dataset: CYP2D6 inhibition data for predicting drug metabolism from PubChem BioAssay. Task: Regression/Classification. Given a drug SMILES string, predict its absorption, distribution, metabolism, or excretion properties. Task type varies by dataset: regression for continuous measurements (e.g., permeability, clearance, half-life) or binary classification for categorical outcomes (e.g., BBB penetration, CYP inhibition). Dataset: cyp2d6_veith. (1) The result is 1 (inhibitor). The compound is CCC/C=C(\CCC)C(NC(=O)c1ccco1)c1ccc(C(=O)OC)cc1. (2) The molecule is CC1CCN(c2ccc(S(=O)(=O)Nc3cc(C(=O)O)cc(C(=O)O)c3)cc2[N+](=O)[O-])CC1. The result is 0 (non-inhibitor). (3) The compound is O=c1c(-c2cccc(Cl)c2)nc2cncnc2n1Cc1ccc(F)cc1. The result is 0 (non-inhibitor). (4) The drug is Cc1ccccc1N1C(=O)c2cc(S(N)(=O)=O)c(Cl)cc2N[C@H]1C. The result is 0 (non-inhibitor). (5) The drug is CC(=O)NNC(=O)C(O)(c1ccccc1)c1ccccc1. The result is 0 (non-inhibitor). (6) The drug is CC(C)(C)c1cc(O)c(C(C)(C)C)cc1O. The result is 0 (non-inhibitor).